This data is from NCI-60 drug combinations with 297,098 pairs across 59 cell lines. The task is: Regression. Given two drug SMILES strings and cell line genomic features, predict the synergy score measuring deviation from expected non-interaction effect. (1) Drug 1: C1=CN(C(=O)N=C1N)C2C(C(C(O2)CO)O)O.Cl. Drug 2: C(CC(=O)O)C(=O)CN.Cl. Cell line: NCI-H226. Synergy scores: CSS=3.62, Synergy_ZIP=-2.90, Synergy_Bliss=0.672, Synergy_Loewe=-20.4, Synergy_HSA=-5.52. (2) Drug 1: C1=CC(=CC=C1CCC2=CNC3=C2C(=O)NC(=N3)N)C(=O)NC(CCC(=O)O)C(=O)O. Drug 2: C1C(C(OC1N2C=NC3=C2NC=NCC3O)CO)O. Cell line: SNB-19. Synergy scores: CSS=25.2, Synergy_ZIP=-3.70, Synergy_Bliss=-0.135, Synergy_Loewe=-11.9, Synergy_HSA=0.746. (3) Drug 1: C1=NNC2=C1C(=O)NC=N2. Drug 2: CC(C)NC(=O)C1=CC=C(C=C1)CNNC.Cl. Cell line: EKVX. Synergy scores: CSS=0.351, Synergy_ZIP=0.912, Synergy_Bliss=1.64, Synergy_Loewe=-1.84, Synergy_HSA=-1.04. (4) Drug 1: CC1=C(C=C(C=C1)NC2=NC=CC(=N2)N(C)C3=CC4=NN(C(=C4C=C3)C)C)S(=O)(=O)N.Cl. Drug 2: CC12CCC(CC1=CCC3C2CCC4(C3CC=C4C5=CN=CC=C5)C)O. Cell line: SF-539. Synergy scores: CSS=23.8, Synergy_ZIP=5.60, Synergy_Bliss=11.1, Synergy_Loewe=14.5, Synergy_HSA=14.8. (5) Drug 1: CNC(=O)C1=NC=CC(=C1)OC2=CC=C(C=C2)NC(=O)NC3=CC(=C(C=C3)Cl)C(F)(F)F. Drug 2: C1C(C(OC1N2C=NC3=C2NC=NCC3O)CO)O. Cell line: HCC-2998. Synergy scores: CSS=2.31, Synergy_ZIP=-2.76, Synergy_Bliss=-6.13, Synergy_Loewe=-2.15, Synergy_HSA=-4.66. (6) Drug 1: C1CC(C1)(C(=O)O)C(=O)O.[NH2-].[NH2-].[Pt+2]. Drug 2: CCC1=C2CN3C(=CC4=C(C3=O)COC(=O)C4(CC)O)C2=NC5=C1C=C(C=C5)O. Cell line: U251. Synergy scores: CSS=47.2, Synergy_ZIP=6.95, Synergy_Bliss=5.49, Synergy_Loewe=-11.0, Synergy_HSA=7.53. (7) Drug 1: C1CCC(C1)C(CC#N)N2C=C(C=N2)C3=C4C=CNC4=NC=N3. Drug 2: C1CCN(CC1)CCOC2=CC=C(C=C2)C(=O)C3=C(SC4=C3C=CC(=C4)O)C5=CC=C(C=C5)O. Cell line: EKVX. Synergy scores: CSS=12.3, Synergy_ZIP=0.301, Synergy_Bliss=4.91, Synergy_Loewe=4.82, Synergy_HSA=4.50. (8) Drug 1: CS(=O)(=O)C1=CC(=C(C=C1)C(=O)NC2=CC(=C(C=C2)Cl)C3=CC=CC=N3)Cl. Drug 2: CCCS(=O)(=O)NC1=C(C(=C(C=C1)F)C(=O)C2=CNC3=C2C=C(C=N3)C4=CC=C(C=C4)Cl)F. Cell line: OVCAR-5. Synergy scores: CSS=6.98, Synergy_ZIP=-0.657, Synergy_Bliss=2.33, Synergy_Loewe=-3.11, Synergy_HSA=-3.02. (9) Drug 1: CCC1=C2CN3C(=CC4=C(C3=O)COC(=O)C4(CC)O)C2=NC5=C1C=C(C=C5)O. Drug 2: COC1=C2C(=CC3=C1OC=C3)C=CC(=O)O2. Cell line: HS 578T. Synergy scores: CSS=14.4, Synergy_ZIP=-7.30, Synergy_Bliss=-0.738, Synergy_Loewe=-25.6, Synergy_HSA=-2.63.